Dataset: Full USPTO retrosynthesis dataset with 1.9M reactions from patents (1976-2016). Task: Predict the reactants needed to synthesize the given product. (1) Given the product [Cl:25][C:22]1[CH:21]=[CH:20][CH:19]=[C:18]2[C:23]=1[CH2:24][N:16]([C:14]([O:13][C@@H:11]1[CH2:10][C@@H:9]([C:26](=[O:27])[NH:31][C@:32]3([C:37](=[O:38])[NH:39][S:40]([CH:43]4[CH2:45][CH2:44]4)(=[O:42])=[O:41])[CH2:34][C@H:33]3[CH2:35][CH3:36])[N:8]([C:6]([O:5][C:1]([CH3:4])([CH3:3])[CH3:2])=[O:7])[CH2:12]1)=[O:15])[CH2:17]2, predict the reactants needed to synthesize it. The reactants are: [C:1]([O:5][C:6]([N:8]1[CH2:12][C@H:11]([O:13][C:14]([N:16]2[CH2:24][C:23]3[C:18](=[CH:19][CH:20]=[CH:21][C:22]=3[Cl:25])[CH2:17]2)=[O:15])[CH2:10][C@H:9]1[C:26](O)=[O:27])=[O:7])([CH3:4])([CH3:3])[CH3:2].Cl.Cl.[NH2:31][C@:32]1([C:37]([NH:39][S:40]([CH:43]2[CH2:45][CH2:44]2)(=[O:42])=[O:41])=[O:38])[CH2:34][C@H:33]1[CH2:35][CH3:36].CN(C(ON1N=NC2C=CC=NC1=2)=[N+](C)C)C.F[P-](F)(F)(F)(F)F.CCN(C(C)C)C(C)C.OS([O-])(=O)=O.[K+]. (2) Given the product [CH3:1][O:2][C:3]([C:4]1([C:11]#[N:12])[C:5]2([CH2:6][CH2:7][CH2:8][CH2:9][CH2:10]2)[CH2:17]1)=[O:13], predict the reactants needed to synthesize it. The reactants are: [CH3:1][O:2][C:3](=[O:13])[C:4]([C:11]#[N:12])=[C:5]1[CH2:10][CH2:9][CH2:8][CH2:7][CH2:6]1.[N+]([CH3:17])([O-])=O.C1CCN2C(=NCCC2)CC1. (3) The reactants are: Cl.Cl.Cl.[O:4]1[C:12]2[CH:11]=[CH:10][N:9]=[C:8]([N:13]3[CH2:18][CH2:17][N:16]([CH2:19][CH2:20][C@H:21]4[CH2:26][CH2:25][C@H:24]([NH2:27])[CH2:23][CH2:22]4)[CH2:15][CH2:14]3)[C:7]=2[CH2:6][CH2:5]1.[O:28]1[CH2:32][CH2:31][CH:30]([C:33](O)=[O:34])[CH2:29]1. Given the product [O:4]1[C:12]2[CH:11]=[CH:10][N:9]=[C:8]([N:13]3[CH2:18][CH2:17][N:16]([CH2:19][CH2:20][C@H:21]4[CH2:26][CH2:25][C@H:24]([NH:27][C:33]([CH:30]5[CH2:31][CH2:32][O:28][CH2:29]5)=[O:34])[CH2:23][CH2:22]4)[CH2:15][CH2:14]3)[C:7]=2[CH2:6][CH2:5]1, predict the reactants needed to synthesize it. (4) Given the product [Br:3][C:4]1[C:8]([Cl:9])=[C:7]([CH3:10])[N:6]([CH2:27][O:28][CH2:21][CH2:20][Si:17]([CH3:19])([CH3:18])[CH3:16])[C:5]=1[C:11]([O:13][CH2:14][CH3:15])=[O:12], predict the reactants needed to synthesize it. The reactants are: [H-].[Na+].[Br:3][C:4]1[C:8]([Cl:9])=[C:7]([CH3:10])[NH:6][C:5]=1[C:11]([O:13][CH2:14][CH3:15])=[O:12].[CH3:16][Si:17]([CH:20](Cl)[CH2:21]C)([CH3:19])[CH3:18].CN([CH:27]=[O:28])C. (5) Given the product [F:1][C:2]1[CH:7]=[CH:6][C:5]([F:8])=[CH:4][C:3]=1[CH2:9][CH:10]([NH:12][C:13]1[CH:18]=[CH:17][NH:16][C:15](=[O:19])[C:14]=1[C:20]1[NH:21][C:22]2=[CH:30][C:29]3[CH2:28][N:27]([CH:32]([CH3:34])[CH3:33])[C:26](=[O:35])[C:25]=3[CH:24]=[C:23]2[N:36]=1)[CH3:11], predict the reactants needed to synthesize it. The reactants are: [F:1][C:2]1[CH:7]=[CH:6][C:5]([F:8])=[CH:4][C:3]=1[CH2:9][CH:10]([NH:12][C:13]1[CH:18]=[CH:17][NH:16][C:15](=[O:19])[C:14]=1[C:20]1[NH:36][C:23]2=[CH:24][C:25]3[C:26](=[O:35])[N:27]([CH:32]([CH3:34])[CH3:33])[C:28](=O)[C:29]=3[CH:30]=[C:22]2[N:21]=1)[CH3:11]. (6) Given the product [F:26][CH:25]([F:27])[C:21]1[CH:20]=[C:19]([C:8]2([C:6]3[CH:5]=[CH:4][N:3]=[C:2]([C:32]4[CH:33]=[N:28][CH:29]=[N:30][CH:31]=4)[CH:7]=3)[C:16]3[C:11](=[C:12]([F:17])[CH:13]=[CH:14][CH:15]=3)[C:10]([NH2:18])=[N:9]2)[CH:24]=[CH:23][N:22]=1, predict the reactants needed to synthesize it. The reactants are: Br[C:2]1[CH:7]=[C:6]([C:8]2([C:19]3[CH:24]=[CH:23][N:22]=[C:21]([CH:25]([F:27])[F:26])[CH:20]=3)[C:16]3[C:11](=[C:12]([F:17])[CH:13]=[CH:14][CH:15]=3)[C:10]([NH2:18])=[N:9]2)[CH:5]=[CH:4][N:3]=1.[N:28]1[CH:33]=[C:32](B(O)O)[CH:31]=[N:30][CH:29]=1.C(=O)([O-])[O-].[Cs+].[Cs+]. (7) Given the product [NH2:1][C:4]1[CH:14]=[CH:13][C:7]2[O:8][CH2:9][C:10](=[O:12])[NH:11][C:6]=2[CH:5]=1, predict the reactants needed to synthesize it. The reactants are: [N+:1]([C:4]1[CH:14]=[CH:13][C:7]2[O:8][CH2:9][C:10](=[O:12])[NH:11][C:6]=2[CH:5]=1)([O-])=O. (8) The reactants are: [CH2:1]([CH:3]([N:6]1[C:10]2=[N:11][C:12]([CH3:16])=[C:13]([OH:15])[N:14]=[C:9]2[C:8]([CH3:17])=[N:7]1)[CH2:4][CH3:5])[CH3:2].[F:18][C:19]([F:32])([F:31])[S:20](O[S:20]([C:19]([F:32])([F:31])[F:18])(=[O:22])=[O:21])(=[O:22])=[O:21].C(N(CC)CC)C. Given the product [CH2:1]([CH:3]([N:6]1[C:10]2=[N:11][C:12]([CH3:16])=[C:13]([O:15][S:20]([C:19]([F:32])([F:31])[F:18])(=[O:22])=[O:21])[N:14]=[C:9]2[C:8]([CH3:17])=[N:7]1)[CH2:4][CH3:5])[CH3:2], predict the reactants needed to synthesize it. (9) Given the product [F:1][CH:2]([C:4]1[CH:9]=[CH:8][C:7]([C:10]2[C:14]([CH2:15][OH:16])=[C:13]([C:20]([F:23])([F:22])[F:21])[S:12][N:11]=2)=[CH:6][CH:5]=1)[CH3:3], predict the reactants needed to synthesize it. The reactants are: [F:1][CH:2]([C:4]1[CH:9]=[CH:8][C:7]([C:10]2[C:14]([C:15](OCC)=[O:16])=[C:13]([C:20]([F:23])([F:22])[F:21])[S:12][N:11]=2)=[CH:6][CH:5]=1)[CH3:3].[H-].[H-].[H-].[H-].[Li+].[Al+3].